Dataset: Reaction yield outcomes from USPTO patents with 853,638 reactions. Task: Predict the reaction yield, written as a fraction of the theoretical maximum amount of product (1.0 means a 100% yield; for example, 0.34 means a 34% yield). (1) The reactants are [C:1]([C:5]1[CH:9]=[C:8]([NH:10][C:11]([NH:13][C:14]2[C:23]3[C:18](=[CH:19][CH:20]=[CH:21][CH:22]=3)[CH:17]=[CH:16][CH:15]=2)=[O:12])[N:7]([C:24]2[CH:29]=[CH:28][C:27]([O:30][CH2:31][C:32]([O:34]C)=[O:33])=[CH:26][CH:25]=2)[N:6]=1)([CH3:4])([CH3:3])[CH3:2].[Li+].[OH-]. The catalyst is C1COCC1.O. The product is [C:1]([C:5]1[CH:9]=[C:8]([NH:10][C:11]([NH:13][C:14]2[C:23]3[C:18](=[CH:19][CH:20]=[CH:21][CH:22]=3)[CH:17]=[CH:16][CH:15]=2)=[O:12])[N:7]([C:24]2[CH:25]=[CH:26][C:27]([O:30][CH2:31][C:32]([OH:34])=[O:33])=[CH:28][CH:29]=2)[N:6]=1)([CH3:4])([CH3:2])[CH3:3]. The yield is 0.650. (2) The reactants are [C:1]1([N:7]2[C:12](=O)C3SC=C(C4C=CC=CC=4)C=3N=C2)[CH:6]=[CH:5][CH:4]=[CH:3][CH:2]=1.[NH2:23][C:24]1[C:28]([C:29]2[CH:34]=[CH:33][CH:32]=[CH:31][C:30]=2[F:35])=[CH:27][S:26][C:25]=1[C:36]([O:38]C)=O.C(OCC)(OCC)OCC.[Cl:50]C1C=CC(N)=CC=1. The catalyst is C(O)(=O)C. The product is [Cl:50][C:4]1[CH:5]=[CH:6][C:1]([N:7]2[C:36](=[O:38])[C:25]3[S:26][CH:27]=[C:28]([C:29]4[CH:34]=[CH:33][CH:32]=[CH:31][C:30]=4[F:35])[C:24]=3[N:23]=[CH:12]2)=[CH:2][CH:3]=1. The yield is 0.270. (3) The reactants are [O:1]=[C:2]1[C:10]2[C:5](=[C:6]([C:11]3[S:15][C:14](C(O)=O)=[CH:13][CH:12]=3)[CH:7]=[CH:8][CH:9]=2)[CH2:4][NH:3]1.C([N:21]([CH2:24]C)CC)C.C1(P(N=[N+]=[N-])(C2C=CC=CC=2)=[O:33])C=CC=CC=1.[CH3:43][C:44]1[CH:45]=[C:46]([CH:48]=[CH:49][CH:50]=1)[NH2:47]. The catalyst is CN(C=O)C.O. The product is [CH3:43][C:44]1[CH:45]=[C:46]([NH:47][C:24]([NH:21][C:14]2[S:15][C:11]([C:6]3[CH:7]=[CH:8][CH:9]=[C:10]4[C:5]=3[CH2:4][NH:3][C:2]4=[O:1])=[CH:12][CH:13]=2)=[O:33])[CH:48]=[CH:49][CH:50]=1. The yield is 0.130. (4) The reactants are [Br:1][C:2]1[CH:3]=[CH:4][C:5]2[N:9]=[N:8][N:7]([CH2:10][C:11]3[N:16]=[N:15][C:14]([NH2:17])=[CH:13][CH:12]=3)[C:6]=2[CH:18]=1.Br[CH2:20][C:21](=O)[C:22]([O:24][CH2:25][CH3:26])=[O:23].C([O-])(O)=O.[Na+].CC1C=CC(S(O)(=O)=O)=CC=1. The catalyst is O1CCOCC1. The product is [Br:1][C:2]1[CH:3]=[CH:4][C:5]2[N:9]=[N:8][N:7]([CH2:10][C:11]3[CH:12]=[CH:13][C:14]4[N:15]([CH:20]=[C:21]([C:22]([O:24][CH2:25][CH3:26])=[O:23])[N:17]=4)[N:16]=3)[C:6]=2[CH:18]=1. The yield is 0.500. (5) The yield is 1.00. The reactants are [O:1]=[C:2]1[C:7]([CH2:8][C:9]2[CH:14]=[CH:13][C:12]([C:15]3[C:16]([C:21]#[N:22])=[CH:17][CH:18]=[CH:19][CH:20]=3)=[CH:11][CH:10]=2)=[C:6]([CH2:23][CH2:24][CH3:25])[N:5]2[N:26]=[CH:27][N:28]=[C:4]2[N:3]1[CH:29]1[CH2:34][CH2:33][C:32](=[O:35])[CH2:31][CH2:30]1.[CH2:36](O)[CH2:37][CH2:38][OH:39]. The product is [O:39]1[C:32]2([CH2:31][CH2:30][CH:29]([N:3]3[C:2](=[O:1])[C:7]([CH2:8][C:9]4[CH:10]=[CH:11][C:12]([C:15]5[C:16]([C:21]#[N:22])=[CH:17][CH:18]=[CH:19][CH:20]=5)=[CH:13][CH:14]=4)=[C:6]([CH2:23][CH2:24][CH3:25])[N:5]4[N:26]=[CH:27][N:28]=[C:4]34)[CH2:34][CH2:33]2)[O:35][CH2:36][CH2:37][CH2:38]1. The catalyst is O.C1(C)C=CC(S(O)(=O)=O)=CC=1.C1(C)C=CC=CC=1.